From a dataset of Full USPTO retrosynthesis dataset with 1.9M reactions from patents (1976-2016). Predict the reactants needed to synthesize the given product. (1) Given the product [CH3:12][O:11][C:8]1[CH:9]=[CH:10][C:2]([B:13]2[O:17][C:16]([CH3:19])([CH3:18])[C:15]([CH3:21])([CH3:20])[O:14]2)=[C:3]2[C:7]=1[NH:6][CH:5]=[CH:4]2, predict the reactants needed to synthesize it. The reactants are: Br[C:2]1[CH:10]=[CH:9][C:8]([O:11][CH3:12])=[C:7]2[C:3]=1[CH:4]=[CH:5][NH:6]2.[B:13]1([B:13]2[O:17][C:16]([CH3:19])([CH3:18])[C:15]([CH3:21])([CH3:20])[O:14]2)[O:17][C:16]([CH3:19])([CH3:18])[C:15]([CH3:21])([CH3:20])[O:14]1.CC([O-])=O.[K+]. (2) Given the product [C:21]([N:6]1[C:5]2[CH:25]=[CH:26][C:2]([C:31]3[CH:30]=[N:29][C:28]([NH2:27])=[N:33][CH:32]=3)=[CH:3][C:4]=2[N:8]=[C:7]1[C:9]1[CH:14]=[CH:13][CH:12]=[CH:11][C:10]=1[C:15]1[N:16]=[N:17][N:18]([CH3:20])[N:19]=1)([CH3:24])([CH3:22])[CH3:23], predict the reactants needed to synthesize it. The reactants are: Br[C:2]1[CH:26]=[CH:25][C:5]2[N:6]([C:21]([CH3:24])([CH3:23])[CH3:22])[C:7]([C:9]3[CH:14]=[CH:13][CH:12]=[CH:11][C:10]=3[C:15]3[N:16]=[N:17][N:18]([CH3:20])[N:19]=3)=[N:8][C:4]=2[CH:3]=1.[NH2:27][C:28]1[N:33]=[CH:32][C:31](B2OC(C)(C)C(C)(C)O2)=[CH:30][N:29]=1.C([O-])([O-])=O.[Na+].[Na+]. (3) Given the product [O:41]1[CH:42]=[CH:43][C:39]([C:35]2[CH:34]=[CH:33][C:32]([CH2:31][NH:30][CH:27]=[C:18]3[C:17]4[C:22](=[CH:23][CH:24]=[C:15]([I:14])[CH:16]=4)[C:21](=[O:25])[NH:20][C:19]3=[O:26])=[CH:37][C:36]=2[OH:38])=[CH:40]1, predict the reactants needed to synthesize it. The reactants are: IC1C=C2C(=CC=1)C(=O)NC(=O)C2.[I:14][C:15]1[CH:16]=[C:17]2[C:22](=[CH:23][CH:24]=1)[C:21](=[O:25])[NH:20][C:19](=[O:26])[C:18]2=[CH:27]OC.[NH2:30][CH2:31][C:32]1[CH:33]=[CH:34][C:35]([C:39]2[CH:43]=[CH:42][O:41][CH:40]=2)=[C:36]([OH:38])[CH:37]=1. (4) Given the product [C:11]([O:15][C:16]([N:18]1[CH2:23][CH2:22][N:21]([CH2:5][C:4]2[CH:7]=[CH:8][C:9]([Cl:10])=[C:2]([Cl:1])[CH:3]=2)[CH2:20][CH2:19]1)=[O:17])([CH3:14])([CH3:12])[CH3:13], predict the reactants needed to synthesize it. The reactants are: [Cl:1][C:2]1[CH:3]=[C:4]([CH:7]=[CH:8][C:9]=1[Cl:10])[CH2:5]Br.[C:11]([O:15][C:16]([N:18]1[CH2:23][CH2:22][NH:21][CH2:20][CH2:19]1)=[O:17])([CH3:14])([CH3:13])[CH3:12].[OH-].[Na+]. (5) Given the product [Cl:16][C:17]1[C:24]([O:25][CH2:26][C:27]([F:29])([F:30])[F:28])=[CH:23][CH:22]=[C:21]([Cl:31])[C:18]=1[CH:19]([C:15]1[C:9]2[C:10](=[N:11][CH:12]=[C:7]([C:5]3[CH:4]=[N:3][N:2]([CH3:1])[CH:6]=3)[CH:8]=2)[NH:13][CH:14]=1)[OH:20], predict the reactants needed to synthesize it. The reactants are: [CH3:1][N:2]1[CH:6]=[C:5]([C:7]2[CH:8]=[C:9]3[CH:15]=[CH:14][NH:13][C:10]3=[N:11][CH:12]=2)[CH:4]=[N:3]1.[Cl:16][C:17]1[C:24]([O:25][CH2:26][C:27]([F:30])([F:29])[F:28])=[CH:23][CH:22]=[C:21]([Cl:31])[C:18]=1[CH:19]=[O:20].[OH-].[K+].O.